The task is: Predict the product of the given reaction.. This data is from Forward reaction prediction with 1.9M reactions from USPTO patents (1976-2016). (1) Given the reactants C([O:5][CH2:6][CH2:7][O:8][C:9]1[CH:14]=[CH:13][C:12]([C@H:15]2[NH:19][C:18](=[O:20])[N:17]([C@H:21]([C:29]3[NH:33][C:32]4[CH:34]=[CH:35][C:36]([I:38])=[CH:37][C:31]=4[N:30]=3)[CH2:22][C:23]3[CH:28]=[CH:27][CH:26]=[CH:25][CH:24]=3)[C:16]2=[O:39])=[CH:11][CH:10]=1)(C)(C)C.ClCCl.C(#N)C.[I-].[Na+].Cl[Si](C)(C)C, predict the reaction product. The product is: [OH:5][CH2:6][CH2:7][O:8][C:9]1[CH:10]=[CH:11][C:12]([C@H:15]2[NH:19][C:18](=[O:20])[N:17]([C@H:21]([C:29]3[NH:33][C:32]4[CH:34]=[CH:35][C:36]([I:38])=[CH:37][C:31]=4[N:30]=3)[CH2:22][C:23]3[CH:24]=[CH:25][CH:26]=[CH:27][CH:28]=3)[C:16]2=[O:39])=[CH:13][CH:14]=1. (2) Given the reactants [Br:1][C:2]1[C:14](=[O:15])[N:13]([CH:16]2[CH2:20][CH2:19][CH2:18][CH2:17]2)[C:5]2[N:6]=[C:7](S(C)=O)[N:8]=[CH:9][C:4]=2[C:3]=1[CH3:21].[NH2:22][C:23]1[CH:28]=[CH:27][CH:26]=[C:25]([NH2:29])[N:24]=1, predict the reaction product. The product is: [Br:1][C:2]1[C:14](=[O:15])[N:13]([CH:16]2[CH2:20][CH2:19][CH2:18][CH2:17]2)[C:5]2[N:6]=[C:7]([NH:22][C:23]3[CH:28]=[CH:27][CH:26]=[CH:25][N:24]=3)[N:8]=[CH:9][C:4]=2[C:3]=1[CH3:21].[NH2:22][C:23]1[N:24]=[C:25]([NH:29][C:7]2[N:8]=[CH:9][C:4]3[C:3]([CH3:21])=[C:2]([Br:1])[C:14](=[O:15])[N:13]([CH:16]4[CH2:20][CH2:19][CH2:18][CH2:17]4)[C:5]=3[N:6]=2)[CH:26]=[CH:27][CH:28]=1. (3) Given the reactants [C:1]1([OH:9])[CH:8]=[C:6]([CH3:7])[CH:5]=[C:3]([OH:4])[CH:2]=1.C(=O)([O-])[O-].[K+].[K+].[CH2:16](Br)[C:17]1[CH:22]=[CH:21][CH:20]=[CH:19][CH:18]=1, predict the reaction product. The product is: [CH2:16]([O:4][C:3]1[CH:2]=[C:1]([OH:9])[CH:8]=[C:6]([CH3:7])[CH:5]=1)[C:17]1[CH:22]=[CH:21][CH:20]=[CH:19][CH:18]=1. (4) Given the reactants [F:1][C:2]1[CH:7]=[C:6]([CH3:8])[CH:5]=[CH:4][C:3]=1[NH:9][C:10]1[C:19]2[C:14](=[CH:15][C:16]([O:26][CH3:27])=[C:17]([CH:20]3[CH2:25][CH2:24][NH:23][CH2:22][CH2:21]3)[CH:18]=2)[N:13]=[CH:12][C:11]=1[C:28]([O:30][CH2:31][CH3:32])=[O:29].[Si:33]([O:40][CH2:41][CH:42]=O)([C:36]([CH3:39])([CH3:38])[CH3:37])([CH3:35])[CH3:34].C(O[BH-](OC(=O)C)OC(=O)C)(=O)C.[Na+], predict the reaction product. The product is: [Si:33]([O:40][CH2:41][CH2:42][N:23]1[CH2:22][CH2:21][CH:20]([C:17]2[CH:18]=[C:19]3[C:14](=[CH:15][C:16]=2[O:26][CH3:27])[N:13]=[CH:12][C:11]([C:28]([O:30][CH2:31][CH3:32])=[O:29])=[C:10]3[NH:9][C:3]2[CH:4]=[CH:5][C:6]([CH3:8])=[CH:7][C:2]=2[F:1])[CH2:25][CH2:24]1)([C:36]([CH3:39])([CH3:38])[CH3:37])([CH3:35])[CH3:34]. (5) Given the reactants [NH2:1][C:2]1[C:3]2[C:28]([CH:32]3[CH2:34][CH2:33]3)([C:29]([NH2:31])=O)[C:27](=[O:35])[NH:26][C:4]=2[N:5]=[C:6]([C:8]2[C:16]3[C:11](=[N:12][CH:13]=[CH:14][CH:15]=3)[N:10]([CH2:17][CH2:18][C:19]([F:25])([F:24])[C:20]([F:23])([F:22])[F:21])[N:9]=2)[N:7]=1.P(Cl)(Cl)(Cl)=O, predict the reaction product. The product is: [NH2:1][C:2]1[C:3]2[C:28]([CH:32]3[CH2:34][CH2:33]3)([C:29]#[N:31])[C:27](=[O:35])[NH:26][C:4]=2[N:5]=[C:6]([C:8]2[C:16]3[C:11](=[N:12][CH:13]=[CH:14][CH:15]=3)[N:10]([CH2:17][CH2:18][C:19]([F:25])([F:24])[C:20]([F:21])([F:23])[F:22])[N:9]=2)[N:7]=1. (6) Given the reactants [NH2:1][C:2]1[N:7]=[C:6]([C@:8]2([CH3:20])[CH2:13][O:12][C@@:11]([CH3:18])([C:14]([F:17])([F:16])[F:15])[C:10]([NH2:19])=[N:9]2)[C:5]([F:21])=[CH:4][CH:3]=1.NC1N=C([C@@:29]2(C)[CH2:34][O:33][C@@:32]([CH3:39])([C:35](F)(F)F)[C:31](N)=[N:30]2)C(F)=CC=1.CC(OC(OC(OC(C)(C)C)=O)=O)(C)C.CC[N:60](C(C)C)C(C)C.Cl[CH2:68][Cl:69], predict the reaction product. The product is: [NH2:19][C:10]1[C@:11]([CH3:18])([C:14]([F:15])([F:17])[F:16])[O:12][CH2:13][C@:8]([C:6]2[N:7]=[C:2]([NH:1][C:34]([C:29]3[C:68]([Cl:69])=[CH:39][C:32]([C:35]#[N:60])=[CH:31][N:30]=3)=[O:33])[CH:3]=[CH:4][C:5]=2[F:21])([CH3:20])[N:9]=1. (7) The product is: [C:24]([O:23][C:21]([N:12]1[C@H:8]([CH2:7][C:4]2[CH:3]=[CH:2][C:1]([C:14]3[CH:15]=[CH:16][CH:17]=[CH:18][CH:19]=3)=[CH:6][CH:5]=2)[CH2:9][CH2:10][C:11]1=[O:13])=[O:20])([CH3:27])([CH3:26])[CH3:25]. Given the reactants [C:1]1([C:14]2[CH:19]=[CH:18][CH:17]=[CH:16][CH:15]=2)[CH:6]=[CH:5][C:4]([CH2:7][C@H:8]2[NH:12][C:11](=[O:13])[CH2:10][CH2:9]2)=[CH:3][CH:2]=1.[O:20](C(OC(C)(C)C)=O)[C:21]([O:23][C:24]([CH3:27])([CH3:26])[CH3:25])=O, predict the reaction product.